This data is from Full USPTO retrosynthesis dataset with 1.9M reactions from patents (1976-2016). The task is: Predict the reactants needed to synthesize the given product. (1) Given the product [C:1]([O:5][C:6]1[CH:7]=[C:8]([CH:25]=[CH:26][CH:27]=1)[CH2:9][CH:10]([CH:16]([C:18]1[CH:19]=[CH:20][C:21]([F:24])=[CH:22][CH:23]=1)[OH:17])[C:11]([OH:13])=[O:12])([CH3:4])([CH3:2])[CH3:3], predict the reactants needed to synthesize it. The reactants are: [C:1]([O:5][C:6]1[CH:7]=[C:8]([CH:25]=[CH:26][CH:27]=1)[CH2:9][CH:10]([CH:16]([C:18]1[CH:23]=[CH:22][C:21]([F:24])=[CH:20][CH:19]=1)[OH:17])[C:11]([O:13]CC)=[O:12])([CH3:4])([CH3:3])[CH3:2].[OH-].[Na+].S([O-])(O)(=O)=O.[K+]. (2) The reactants are: [Cl:1][C:2]1[CH:7]=[CH:6][C:5]([OH:8])=[CH:4][C:3]=1[F:9].C(=O)([O-])[O-].[K+].[K+].[I-].[K+].Br[CH2:19][CH2:20][O:21][Si:22]([C:25]([CH3:28])([CH3:27])[CH3:26])([CH3:24])[CH3:23]. Given the product [C:25]([Si:22]([O:21][CH2:20][CH2:19][O:8][C:5]1[CH:6]=[CH:7][C:2]([Cl:1])=[C:3]([F:9])[CH:4]=1)([CH3:24])[CH3:23])([CH3:28])([CH3:27])[CH3:26], predict the reactants needed to synthesize it. (3) Given the product [Cl:23][C:18]1[CH:19]=[CH:20][CH:21]=[CH:22][C:17]=1[C:13]1[CH:14]=[CH:15][CH:16]=[C:11]([N:9]2[CH:10]=[C:6]([C:4]([C:26]3[CH:31]=[CH:30][CH:29]=[C:28]([O:32][CH3:33])[CH:27]=3)=[O:5])[N:7]=[CH:8]2)[CH:12]=1, predict the reactants needed to synthesize it. The reactants are: CON(C)[C:4]([C:6]1[N:7]=[CH:8][N:9]([C:11]2[CH:12]=[C:13]([C:17]3[CH:22]=[CH:21][CH:20]=[CH:19][C:18]=3[Cl:23])[CH:14]=[CH:15][CH:16]=2)[CH:10]=1)=[O:5].Br[C:26]1[CH:27]=[C:28]([O:32][CH3:33])[CH:29]=[CH:30][CH:31]=1. (4) Given the product [Cl:3][C:4]1[CH:5]=[C:6]2[N:24]([CH2:25][O:26][CH2:27][CH2:28][Si:29]([CH3:32])([CH3:31])[CH3:30])[C:23]([O:33][C@H:34]3[C@H:38]4[O:39][CH2:40][C@@H:41]([O:42][CH2:43][CH2:44][OH:45])[C@H:37]4[O:36][CH2:35]3)=[N:22][C:7]2=[N:8][C:9]=1[C:10]1[CH:15]=[CH:14][C:13]([C:16]2[CH:21]=[CH:20][CH:19]=[CH:18][CH:17]=2)=[CH:12][CH:11]=1, predict the reactants needed to synthesize it. The reactants are: [BH4-].[Na+].[Cl:3][C:4]1[CH:5]=[C:6]2[N:24]([CH2:25][O:26][CH2:27][CH2:28][Si:29]([CH3:32])([CH3:31])[CH3:30])[C:23]([O:33][C@H:34]3[C@H:38]4[O:39][CH2:40][C@@H:41]([O:42][CH2:43][CH:44]=[O:45])[C@H:37]4[O:36][CH2:35]3)=[N:22][C:7]2=[N:8][C:9]=1[C:10]1[CH:15]=[CH:14][C:13]([C:16]2[CH:21]=[CH:20][CH:19]=[CH:18][CH:17]=2)=[CH:12][CH:11]=1. (5) Given the product [Cl:1][C:2]1[CH:3]=[CH:4][C:5]([O:31][CH3:32])=[C:6]([S:8]([NH:11][C:12]2[CH:13]=[C:14]([CH:28]=[CH:29][CH:30]=2)[C:15]([NH:17][C:18]2[CH:19]=[CH:20][C:21]([C:24]3[NH:27][S:39](=[O:40])[O:26][N:25]=3)=[CH:22][CH:23]=2)=[O:16])(=[O:10])=[O:9])[CH:7]=1, predict the reactants needed to synthesize it. The reactants are: [Cl:1][C:2]1[CH:3]=[CH:4][C:5]([O:31][CH3:32])=[C:6]([S:8]([NH:11][C:12]2[CH:13]=[C:14]([CH:28]=[CH:29][CH:30]=2)[C:15]([NH:17][C:18]2[CH:23]=[CH:22][C:21]([C:24](=[NH:27])[NH:25][OH:26])=[CH:20][CH:19]=2)=[O:16])(=[O:10])=[O:9])[CH:7]=1.N1C=CC=CC=1.[S:39](Cl)(Cl)=[O:40]. (6) Given the product [CH3:27][N:26]([CH3:28])[CH:23]1[CH2:24][CH2:25][N:21]([C:18]2[CH:19]=[CH:20][C:15]([NH:14][C:12](=[O:13])[C:11]3[CH:29]=[CH:30][C:8]([O:38][C:35]4[CH:36]=[CH:37][C:32]([F:31])=[CH:33][CH:34]=4)=[N:9][CH:10]=3)=[CH:16][CH:17]=2)[CH2:22]1, predict the reactants needed to synthesize it. The reactants are: C(=O)([O-])[O-].[K+].[K+].Cl[C:8]1[CH:30]=[CH:29][C:11]([C:12]([NH:14][C:15]2[CH:20]=[CH:19][C:18]([N:21]3[CH2:25][CH2:24][CH:23]([N:26]([CH3:28])[CH3:27])[CH2:22]3)=[CH:17][CH:16]=2)=[O:13])=[CH:10][N:9]=1.[F:31][C:32]1[CH:37]=[CH:36][C:35]([OH:38])=[CH:34][CH:33]=1.O. (7) Given the product [NH2:4][C:7]1[CH:8]=[C:9]([CH:42]=[CH:43][C:44]=1[NH2:45])[O:10][C:11]1[C:12]([CH:34]2[CH2:38][CH2:37][CH2:36][N:35]2[C:39](=[O:41])[CH3:40])=[CH:13][C:14]2[N:18]([CH2:19][O:20][CH2:21][CH2:22][Si:23]([CH3:24])([CH3:26])[CH3:25])[C:17]([C:27]3[CH:32]=[CH:31][CH:30]=[CH:29][N:28]=3)=[N:16][C:15]=2[CH:33]=1, predict the reactants needed to synthesize it. The reactants are: O.NN.[N+:4]([C:7]1[CH:8]=[C:9]([CH:42]=[CH:43][C:44]=1[N+:45]([O-])=O)[O:10][C:11]1[C:12]([CH:34]2[CH2:38][CH2:37][CH2:36][N:35]2[C:39](=[O:41])[CH3:40])=[CH:13][C:14]2[N:18]([CH2:19][O:20][CH2:21][CH2:22][Si:23]([CH3:26])([CH3:25])[CH3:24])[C:17]([C:27]3[CH:32]=[CH:31][CH:30]=[CH:29][N:28]=3)=[N:16][C:15]=2[CH:33]=1)([O-])=O.